From a dataset of Reaction yield outcomes from USPTO patents with 853,638 reactions. Predict the reaction yield, written as a fraction of the theoretical maximum amount of product (1.0 means a 100% yield; for example, 0.34 means a 34% yield). (1) The reactants are CO[C:3](=[O:13])[CH:4](O)[C:5]1[CH:10]=[CH:9][C:8]([Br:11])=[CH:7][CH:6]=1.[CH3:14][C:15]1[CH:20]=[CH:19][C:18]([SH:21])=[CH:17][CH:16]=1.[NH2:22][C:23]1[CH:28]=[CH:27][CH:26]=[CH:25][N:24]=1. The catalyst is C1COCC1. The product is [Br:11][C:8]1[CH:7]=[CH:6][C:5]([CH:4]([S:21][C:18]2[CH:19]=[CH:20][C:15]([CH3:14])=[CH:16][CH:17]=2)[C:3]([NH:22][C:23]2[CH:28]=[CH:27][CH:26]=[CH:25][N:24]=2)=[O:13])=[CH:10][CH:9]=1. The yield is 0.820. (2) The reactants are [F:1][C:2]1[CH:7]=[CH:6][C:5]([C@H:8]([CH2:18][C:19]([N:21]2[CH2:26][CH2:25][O:24][CH2:23][CH2:22]2)=[O:20])[C:9]([NH:11][C@H:12]([CH2:16][OH:17])[CH:13]([CH3:15])[CH3:14])=[O:10])=[CH:4][CH:3]=1.CC(OI1(OC(C)=O)(OC(C)=O)OC(=O)C2C=CC=CC1=2)=O. The catalyst is C(Cl)Cl.CCOC(C)=O. The product is [F:1][C:2]1[CH:7]=[CH:6][C:5]([C@H:8]([CH2:18][C:19]([N:21]2[CH2:26][CH2:25][O:24][CH2:23][CH2:22]2)=[O:20])[C:9]([NH:11][C@H:12]([CH:16]=[O:17])[CH:13]([CH3:14])[CH3:15])=[O:10])=[CH:4][CH:3]=1. The yield is 0.620. (3) The reactants are C([O:3][C:4](=O)[CH2:5][CH2:6][C:7]1[CH:11]=[C:10]([C:12]2[CH:17]=[CH:16][CH:15]=[CH:14][CH:13]=2)[N:9]([C:18]2[CH:23]=[CH:22][C:21]([S:24]([CH3:27])(=[O:26])=[O:25])=[CH:20][CH:19]=2)[N:8]=1)C.[H-].[H-].[H-].[H-].[Li+].[Al+3].O. The catalyst is C1COCC1. The product is [CH3:27][S:24]([C:21]1[CH:20]=[CH:19][C:18]([N:9]2[C:10]([C:12]3[CH:17]=[CH:16][CH:15]=[CH:14][CH:13]=3)=[CH:11][C:7]([CH2:6][CH2:5][CH2:4][OH:3])=[N:8]2)=[CH:23][CH:22]=1)(=[O:25])=[O:26]. The yield is 0.850. (4) The reactants are [Br:1][C:2]1[C:3]([C:7]2[CH:12]=[CH:11][CH:10]=[CH:9][CH:8]=2)=[N:4][NH:5][CH:6]=1.[C:13](Cl)([C:26]1[CH:31]=[CH:30][CH:29]=[CH:28][CH:27]=1)([C:20]1[CH:25]=[CH:24][CH:23]=[CH:22][CH:21]=1)[C:14]1[CH:19]=[CH:18][CH:17]=[CH:16][CH:15]=1.C([O-])([O-])=O.[K+].[K+].O. The yield is 0.630. The catalyst is CN(C=O)C. The product is [Br:1][C:2]1[C:3]([C:7]2[CH:12]=[CH:11][CH:10]=[CH:9][CH:8]=2)=[N:4][N:5]([C:13]([C:14]2[CH:19]=[CH:18][CH:17]=[CH:16][CH:15]=2)([C:26]2[CH:27]=[CH:28][CH:29]=[CH:30][CH:31]=2)[C:20]2[CH:21]=[CH:22][CH:23]=[CH:24][CH:25]=2)[CH:6]=1. (5) The reactants are [C:1]([C@H:5]1[CH2:10][CH2:9][C@H:8]([O:11][C:12]2[CH:13]=[C:14]3[C:19](=[CH:20][CH:21]=2)[CH:18]=[C:17]([CH:22]=O)[CH:16]=[CH:15]3)[CH2:7][CH2:6]1)([CH3:4])([CH3:3])[CH3:2].[NH2:24][CH:25]([CH3:32])[CH2:26][C:27]([O:29][CH2:30][CH3:31])=[O:28].C(O)(=O)C.[BH-](OC(C)=O)(OC(C)=O)OC(C)=O.[Na+].C([O-])(O)=O.[Na+]. The catalyst is ClC(Cl)C. The product is [C:1]([C@H:5]1[CH2:10][CH2:9][C@H:8]([O:11][C:12]2[CH:13]=[C:14]3[C:19](=[CH:20][CH:21]=2)[CH:18]=[C:17]([CH2:22][NH:24][CH:25]([CH3:32])[CH2:26][C:27]([O:29][CH2:30][CH3:31])=[O:28])[CH:16]=[CH:15]3)[CH2:7][CH2:6]1)([CH3:4])([CH3:3])[CH3:2]. The yield is 0.880. (6) The reactants are Br[C:2]1[CH:3]=[CH:4][C:5]2[S:9](=[O:11])(=[O:10])[NH:8][C:7](=[O:12])[C:6]=2[CH:13]=1.[F:14][C:15]1[CH:23]=[C:22]2[C:18]([C:19](B3OC(C)(C)C(C)(C)O3)=[CH:20][N:21]2[C:24]([O:26][C:27]([CH3:30])([CH3:29])[CH3:28])=[O:25])=[CH:17][CH:16]=1.C([O-])([O-])=O.[K+].[K+]. The catalyst is O1CCOCC1.O.C1C=CC([P]([Pd]([P](C2C=CC=CC=2)(C2C=CC=CC=2)C2C=CC=CC=2)([P](C2C=CC=CC=2)(C2C=CC=CC=2)C2C=CC=CC=2)[P](C2C=CC=CC=2)(C2C=CC=CC=2)C2C=CC=CC=2)(C2C=CC=CC=2)C2C=CC=CC=2)=CC=1. The product is [O:10]=[S:9]1(=[O:11])[C:5]2[CH:4]=[CH:3][C:2]([C:19]3[C:18]4[C:22](=[CH:23][C:15]([F:14])=[CH:16][CH:17]=4)[N:21]([C:24]([O:26][C:27]([CH3:30])([CH3:29])[CH3:28])=[O:25])[CH:20]=3)=[CH:13][C:6]=2[C:7](=[O:12])[NH:8]1. The yield is 0.610.